Dataset: Full USPTO retrosynthesis dataset with 1.9M reactions from patents (1976-2016). Task: Predict the reactants needed to synthesize the given product. (1) Given the product [CH3:22][O:21][C:18]1[C:19]([O:31][CH3:30])=[CH:20][C:15]2[C:14]([C:13]3[CH:8]=[CH:9][C:10]([O:25][CH3:26])=[CH:11][CH:12]=3)=[C:6]3[C:4](=[O:5])[NH:29][CH2:28][CH2:27][N:7]3[C:16]=2[CH:17]=1, predict the reactants needed to synthesize it. The reactants are: Cl.CO[C:4]([C:6]1[N:7]([CH2:27][CH2:28][NH2:29])[C:8]2[C:13]([C:14]=1[C:15]1[CH:20]=[CH:19][C:18]([O:21][CH3:22])=[CH:17][CH:16]=1)=[CH:12][C:11](OC)=[C:10]([O:25][CH3:26])[CH:9]=2)=[O:5].[C:30]([O-])([O-])=[O:31].[K+].[K+].C[Al](C)C. (2) Given the product [OH:31][C:26]1[C:25]([NH:24][C:9](=[O:19])[C:10]2[CH:15]=[CH:14][C:13]([Cl:16])=[C:12]([C:17]#[N:18])[CH:11]=2)=[CH:30][N:29]=[CH:28][N:27]=1, predict the reactants needed to synthesize it. The reactants are: [Cl:16][C:13]1[CH:14]=[CH:15][C:10]([C:9](O[C:9](=[O:19])[C:10]2[CH:15]=[CH:14][C:13]([Cl:16])=[C:12]([C:17]#[N:18])[CH:11]=2)=[O:19])=[CH:11][C:12]=1[C:17]#[N:18].[NH2:24][C:25]1[C:26]([OH:31])=[N:27][CH:28]=[N:29][CH:30]=1. (3) Given the product [Cl:13][C:10]1[C:9]2[C:4](=[CH:5][C:6]([F:14])=[CH:7][CH:8]=2)[N:3]=[C:2]([C:18]2[CH:19]=[C:20]([CH3:22])[CH:21]=[C:16]([CH3:15])[CH:17]=2)[C:11]=1[CH3:12], predict the reactants needed to synthesize it. The reactants are: Cl[C:2]1[C:11]([CH3:12])=[C:10]([Cl:13])[C:9]2[C:4](=[CH:5][C:6]([F:14])=[CH:7][CH:8]=2)[N:3]=1.[CH3:15][C:16]1[CH:17]=[C:18](B(O)O)[CH:19]=[C:20]([CH3:22])[CH:21]=1.C(=O)([O-])[O-].[Na+].[Na+]. (4) Given the product [CH2:29]1[C:20]2[C:19]3[CH:18]=[C:17]([C:15]([NH:14][CH:11]4[CH2:10][CH2:9][N:8]([C:6]([O:5][C:1]([CH3:4])([CH3:3])[CH3:2])=[O:7])[CH2:13][CH2:12]4)=[O:16])[CH:25]=[CH:24][C:23]=3[NH:22][C:21]=2[CH2:26][CH2:27][NH:28]1, predict the reactants needed to synthesize it. The reactants are: [C:1]([O:5][C:6]([N:8]1[CH2:13][CH2:12][CH:11]([NH:14][C:15]([C:17]2[CH:25]=[CH:24][C:23]3[NH:22][C:21]4[CH2:26][CH2:27][N:28](C(OCC5C=CC=CC=5)=O)[CH2:29][C:20]=4[C:19]=3[CH:18]=2)=[O:16])[CH2:10][CH2:9]1)=[O:7])([CH3:4])([CH3:3])[CH3:2]. (5) Given the product [CH3:1][N:2]1[CH2:19][CH2:18][C:5]2[N:6]([CH2:24][CH:23]([C:25]3[CH:30]=[CH:29][N:28]=[CH:27][CH:26]=3)[OH:22])[C:7]3[CH:8]=[CH:9][C:10]([O:13][C:14]([F:17])([F:15])[F:16])=[CH:11][C:12]=3[C:4]=2[CH2:3]1, predict the reactants needed to synthesize it. The reactants are: [CH3:1][N:2]1[CH2:19][CH2:18][C:5]2[NH:6][C:7]3[CH:8]=[CH:9][C:10]([O:13][C:14]([F:17])([F:16])[F:15])=[CH:11][C:12]=3[C:4]=2[CH2:3]1.[H-].[Na+].[O:22]1[CH2:24][CH:23]1[C:25]1[CH:30]=[CH:29][N:28]=[CH:27][CH:26]=1. (6) Given the product [F:31][C:32]1[CH:37]=[C:36]([F:38])[CH:35]=[CH:34][C:33]=1[NH:39][C:40](=[O:65])[NH:41][C:42]1[CH:43]=[CH:44][C:45]([C:48]2[S:52][C:51]([CH:53]3[CH2:54][CH2:55][N:56]([CH2:59][C:60]([OH:62])=[O:61])[CH2:57][CH2:58]3)=[N:50][CH:49]=2)=[CH:46][CH:47]=1, predict the reactants needed to synthesize it. The reactants are: FC(F)(F)C1C=C(NC(=O)NC2C=CC(C3SC(CCC(O)=O)=NC=3)=CC=2)C=CC=1.[F:31][C:32]1[CH:37]=[C:36]([F:38])[CH:35]=[CH:34][C:33]=1[NH:39][C:40](=[O:65])[NH:41][C:42]1[CH:47]=[CH:46][C:45]([C:48]2[S:52][C:51]([CH:53]3[CH2:58][CH2:57][N:56]([CH2:59][C:60]([O:62]CC)=[O:61])[CH2:55][CH2:54]3)=[N:50][CH:49]=2)=[CH:44][CH:43]=1. (7) The reactants are: CO[C:3]([C:5]1[N:6]=[C:7]([C:24]2[CH:25]=[N:26][CH:27]=[C:28]([F:30])[CH:29]=2)[C:8]2[C:9](=[O:23])[N:10]([CH2:16][C:17]3[CH:22]=[CH:21][CH:20]=[CH:19][CH:18]=3)[CH:11]=[CH:12][C:13]=2[C:14]=1[OH:15])=[O:4].[NH2:31][CH2:32][C:33]([OH:35])=[O:34].C[O-].[Na+]. Given the product [CH2:16]([N:10]1[C:9](=[O:23])[C:8]2[C:7]([C:24]3[CH:25]=[N:26][CH:27]=[C:28]([F:30])[CH:29]=3)=[N:6][C:5]([C:3]([NH:31][CH2:32][C:33]([OH:35])=[O:34])=[O:4])=[C:14]([OH:15])[C:13]=2[CH:12]=[CH:11]1)[C:17]1[CH:18]=[CH:19][CH:20]=[CH:21][CH:22]=1, predict the reactants needed to synthesize it. (8) Given the product [OH:3][C:4]1[CH:9]=[C:8]([O:10][CH3:11])[CH:7]=[C:6]([O:12][CH3:13])[C:5]=1[C:14](=[O:16])/[CH:15]=[CH:14]/[C:5]1[CH:6]=[CH:7][C:18]([CH3:19])=[CH:9][CH:4]=1, predict the reactants needed to synthesize it. The reactants are: [OH-].[K+].[OH:3][C:4]1[CH:9]=[C:8]([O:10][CH3:11])[CH:7]=[C:6]([O:12][CH3:13])[C:5]=1[C:14](=[O:16])[CH3:15].Cl.[CH2:18](O)[CH3:19]. (9) Given the product [CH:37]1[C:36]2[CH:35]([CH2:34][O:33][C:31](=[O:32])[NH:30][C@H:22]([C:23]([OH:25])=[O:24])[CH2:21][S:20][CH2:19][C@H:18]([O:48][C:49](=[O:63])[CH2:50][CH2:51][CH2:52][CH2:53][CH2:54][CH2:55][CH2:56][CH2:57][CH2:58][CH2:59][CH2:60][CH2:61][CH3:62])[CH2:17][O:16][C:1](=[O:15])[CH2:2][CH2:3][CH2:4][CH2:5][CH2:6][CH2:7][CH2:8][CH2:9][CH2:10][CH2:11][CH2:12][CH2:13][CH3:14])[C:47]3[C:42](=[CH:43][CH:44]=[CH:45][CH:46]=3)[C:41]=2[CH:40]=[CH:39][CH:38]=1, predict the reactants needed to synthesize it. The reactants are: [C:1]([O:16][CH2:17][C@@H:18]([O:48][C:49](=[O:63])[CH2:50][CH2:51][CH2:52][CH2:53][CH2:54][CH2:55][CH2:56][CH2:57][CH2:58][CH2:59][CH2:60][CH2:61][CH3:62])[CH2:19][S:20][CH2:21][C@H:22]([NH:30][C:31]([O:33][CH2:34][CH:35]1[C:47]2[CH:46]=[CH:45][CH:44]=[CH:43][C:42]=2[C:41]2[C:36]1=[CH:37][CH:38]=[CH:39][CH:40]=2)=[O:32])[C:23]([O:25]C(C)(C)C)=[O:24])(=[O:15])[CH2:2][CH2:3][CH2:4][CH2:5][CH2:6][CH2:7][CH2:8][CH2:9][CH2:10][CH2:11][CH2:12][CH2:13][CH3:14].C(O[C@H](COC(=O)CCCCCCCCCCC)CSC[C@@H](C(O)=O)NC(=O)OCC1C2C=CC=CC=2C2C1=CC=CC=2)(=O)CCCCCCCCCCC.